Dataset: Reaction yield outcomes from USPTO patents with 853,638 reactions. Task: Predict the reaction yield, written as a fraction of the theoretical maximum amount of product (1.0 means a 100% yield; for example, 0.34 means a 34% yield). (1) The reactants are [F:1][C:2]1[CH:3]=[C:4]([CH:6]=[CH:7][C:8]=1[F:9])[NH2:5].C(N(CC)CC)C.[C:17](OC(=O)C)(=[O:19])[CH3:18]. The catalyst is ClCCl. The product is [F:1][C:2]1[CH:3]=[C:4]([NH:5][C:17](=[O:19])[CH3:18])[CH:6]=[CH:7][C:8]=1[F:9]. The yield is 0.910. (2) The reactants are B(Br)(Br)[Br:2].C[O:6][C:7]1[CH:8]=[C:9]([C:13]2[O:14][C:15]3[C:21]([CH2:22]O)=[CH:20][CH:19]=[CH:18][C:16]=3[N:17]=2)[CH:10]=[CH:11][CH:12]=1. The catalyst is C(Cl)Cl. The product is [Br:2][CH2:22][C:21]1[C:15]2[O:14][C:13]([C:9]3[CH:10]=[CH:11][CH:12]=[C:7]([OH:6])[CH:8]=3)=[N:17][C:16]=2[CH:18]=[CH:19][CH:20]=1. The yield is 0.980. (3) The reactants are [Cl:1][C:2]1[CH:3]=[C:4]([C:22]2[CH2:23][CH2:24][C:25](=[O:28])[NH:26][N:27]=2)[CH:5]=[CH:6][C:7]=1[O:8][CH2:9][CH2:10][C:11]1[CH:16]=[CH:15][C:14]([O:17][CH2:18][CH:19]2[CH2:21][O:20]2)=[CH:13][CH:12]=1.[CH:29]([NH2:32])([CH3:31])[CH3:30]. The catalyst is C(O)C. The product is [Cl:1][C:2]1[CH:3]=[C:4]([C:22]2[CH2:23][CH2:24][C:25](=[O:28])[NH:26][N:27]=2)[CH:5]=[CH:6][C:7]=1[O:8][CH2:9][CH2:10][C:11]1[CH:16]=[CH:15][C:14]([O:17][CH2:18][CH:19]([OH:20])[CH2:21][NH:32][CH:29]([CH3:31])[CH3:30])=[CH:13][CH:12]=1. The yield is 0.310.